This data is from Catalyst prediction with 721,799 reactions and 888 catalyst types from USPTO. The task is: Predict which catalyst facilitates the given reaction. Reactant: [CH3:1][CH:2]1[O:7][C:6]2[CH:8]=[CH:9][C:10]([N+:12]([O-:14])=[O:13])=[CH:11][C:5]=2[NH:4][CH2:3]1.C(N(C(C)C)CC)(C)C.[C:24](Cl)(=[O:27])[CH:25]=[CH2:26]. Product: [CH3:1][CH:2]1[O:7][C:6]2[CH:8]=[CH:9][C:10]([N+:12]([O-:14])=[O:13])=[CH:11][C:5]=2[N:4]([C:24](=[O:27])[CH:25]=[CH2:26])[CH2:3]1. The catalyst class is: 4.